From a dataset of Full USPTO retrosynthesis dataset with 1.9M reactions from patents (1976-2016). Predict the reactants needed to synthesize the given product. (1) Given the product [CH2:7]([O:14][CH2:15][CH2:16][NH:18][C:19]1[CH:24]=[CH:23][C:22]([F:25])=[CH:21][CH:20]=1)[C:8]1[CH:9]=[CH:10][CH:11]=[CH:12][CH:13]=1, predict the reactants needed to synthesize it. The reactants are: [H-].[H-].[H-].[H-].[Li+].[Al+3].[CH2:7]([O:14][CH2:15][C:16]([NH:18][C:19]1[CH:24]=[CH:23][C:22]([F:25])=[CH:21][CH:20]=1)=O)[C:8]1[CH:13]=[CH:12][CH:11]=[CH:10][CH:9]=1.C(Cl)Cl.[OH-].[Na+]. (2) Given the product [CH2:31]([N:38]1[CH2:47][C:46]2[C:41](=[N:42][C:14]([NH:13][C:10]3[N:9]=[CH:8][C:7]([N:1]4[CH2:2][CH2:3][CH2:4][CH2:5][CH2:6]4)=[CH:12][CH:11]=3)=[N:44][CH:45]=2)[N:40]([CH:52]2[CH2:53][CH2:54][CH2:55][CH2:56]2)[C:39]1=[O:57])[C:32]1[CH:33]=[CH:34][CH:35]=[CH:36][CH:37]=1, predict the reactants needed to synthesize it. The reactants are: [N:1]1([C:7]2[CH:8]=[N:9][C:10]([NH:13][CH:14]=O)=[CH:11][CH:12]=2)[CH2:6][CH2:5][CH2:4][CH2:3][CH2:2]1.C[Si](C)(C)[N-][Si](C)(C)C.[Li+].C1COCC1.[CH2:31]([N:38]1[CH2:47][C:46]2[C:41](=[N:42]C(S(C)(=O)=O)=[N:44][CH:45]=2)[N:40]([CH:52]2[CH2:56][CH2:55][CH2:54][CH2:53]2)[C:39]1=[O:57])[C:32]1[CH:37]=[CH:36][CH:35]=[CH:34][CH:33]=1. (3) Given the product [CH:6]([C:5]1[C:4]([O:12][CH3:13])=[CH:3][C:2]([O:1][S:23]([CH3:26])(=[O:25])=[O:24])=[CH:9][C:8]=1[O:10][CH3:11])=[O:7], predict the reactants needed to synthesize it. The reactants are: [OH:1][C:2]1[CH:9]=[C:8]([O:10][CH3:11])[C:5]([CH:6]=[O:7])=[C:4]([O:12][CH3:13])[CH:3]=1.CN(C1C=CC=CN=1)C.[S:23](O[S:23]([C:26](F)(F)F)(=[O:25])=[O:24])([C:26](F)(F)F)(=[O:25])=[O:24].Cl. (4) Given the product [F:1][C:2]1[CH:3]=[C:4]([NH2:10])[CH:5]=[C:6]([O:13][CH3:12])[C:7]=1[F:8], predict the reactants needed to synthesize it. The reactants are: [F:1][C:2]1[CH:3]=[C:4]([NH2:10])[CH:5]=[C:6](F)[C:7]=1[F:8].Cl.[C:12]([O-])([O-])=[O:13].[Na+].[Na+]. (5) Given the product [F:25][C:26]([F:31])([F:30])[C:27]([OH:29])=[O:28].[NH:17]1[C:18]2[C:23](=[CH:22][CH:21]=[CH:20][CH:19]=2)[CH:24]=[C:16]1[C:14]([N:11]1[CH2:12][CH2:13][NH:8][CH2:9][CH2:10]1)=[O:15], predict the reactants needed to synthesize it. The reactants are: C(OC([N:8]1[CH2:13][CH2:12][N:11]([C:14]([C:16]2[NH:17][C:18]3[C:23]([CH:24]=2)=[CH:22][CH:21]=[CH:20][CH:19]=3)=[O:15])[CH2:10][CH2:9]1)=O)(C)(C)C.[F:25][C:26]([F:31])([F:30])[C:27]([OH:29])=[O:28]. (6) The reactants are: Br[C:2]1[CH:11]=[CH:10][C:9]([CH3:12])=[CH:8][C:3]=1[C:4]([O:6][CH3:7])=[O:5].[CH3:13][N:14]1[CH:18]=[C:17](B2OC(C)(C)C(C)(C)O2)[CH:16]=[N:15]1.C([O-])([O-])=O.[K+].[K+]. Given the product [CH3:12][C:9]1[CH:10]=[CH:11][C:2]([C:17]2[CH:16]=[N:15][N:14]([CH3:13])[CH:18]=2)=[C:3]([CH:8]=1)[C:4]([O:6][CH3:7])=[O:5], predict the reactants needed to synthesize it. (7) Given the product [CH2:1]([C@@:4]1([CH3:30])[CH2:9][C@H:8]([C:10]2[CH:15]=[CH:14][CH:13]=[C:12]([Cl:16])[CH:11]=2)[C@@H:7]([C:17]2[CH:22]=[CH:21][C:20]([Cl:23])=[CH:19][CH:18]=2)[N:6]([C@@H:24]([CH2:27][CH3:28])[CH2:25][N:34]2[CH2:35][CH2:36][N:31]([C:37]([O:39][C:40]([CH3:43])([CH3:42])[CH3:41])=[O:38])[CH2:32][CH2:33]2)[C:5]1=[O:29])[CH:2]=[CH2:3], predict the reactants needed to synthesize it. The reactants are: [CH2:1]([C@@:4]1([CH3:30])[CH2:9][C@H:8]([C:10]2[CH:15]=[CH:14][CH:13]=[C:12]([Cl:16])[CH:11]=2)[C@@H:7]([C:17]2[CH:22]=[CH:21][C:20]([Cl:23])=[CH:19][CH:18]=2)[N:6]([C@@H:24]([CH2:27][CH3:28])[CH:25]=O)[C:5]1=[O:29])[CH:2]=[CH2:3].[N:31]1([C:37]([O:39][C:40]([CH3:43])([CH3:42])[CH3:41])=[O:38])[CH2:36][CH2:35][NH:34][CH2:33][CH2:32]1. (8) Given the product [F:1][C:2]1[CH:3]=[CH:4][C:5]([N:8]2[C:12]([B:18]([OH:23])[OH:19])=[CH:11][CH:10]=[N:9]2)=[CH:6][CH:7]=1, predict the reactants needed to synthesize it. The reactants are: [F:1][C:2]1[CH:7]=[CH:6][C:5]([N:8]2[CH:12]=[CH:11][CH:10]=[N:9]2)=[CH:4][CH:3]=1.[Li+].CCC[CH2-].[B:18](OC(C)C)([O:23]C(C)C)[O:19]C(C)C.Cl.